From a dataset of Catalyst prediction with 721,799 reactions and 888 catalyst types from USPTO. Predict which catalyst facilitates the given reaction. (1) Reactant: [C:1]([C@H:5]1[CH2:10][CH2:9][C@H:8]([O:11][C:12]2[CH:13]=[C:14]([CH3:22])[C:15]3[C:20]([CH:21]=2)=[CH:19][CH:18]=[CH:17][CH:16]=3)[CH2:7][CH2:6]1)([CH3:4])([CH3:3])[CH3:2].Cl[Sn](Cl)(Cl)Cl.Cl[CH:29]([O:31]C)Cl. Product: [C:1]([C@H:5]1[CH2:6][CH2:7][C@H:8]([O:11][C:12]2[CH:13]=[C:14]([CH3:22])[C:15]3[C:20](=[CH:19][CH:18]=[CH:17][CH:16]=3)[C:21]=2[CH:29]=[O:31])[CH2:9][CH2:10]1)([CH3:4])([CH3:3])[CH3:2]. The catalyst class is: 4. (2) Reactant: ClC(Cl)(Cl)CO[C:5](=[O:26])[NH:6][C:7]1[N:8]([C:16]2[CH:21]=[CH:20][CH:19]=[C:18]([O:22][CH2:23][CH2:24][OH:25])[CH:17]=2)[N:9]=[C:10]([C:12]([CH3:15])([CH3:14])[CH3:13])[CH:11]=1.[CH3:29][C@H:30]1[CH2:35][CH2:34][CH2:33][C@@H:32](C)[N:31]1[C:37]1[N:41]2[CH:42]=[C:43]([O:46][CH:47]3[CH2:52][CH2:51][CH:50]([NH2:53])[CH2:49][CH2:48]3)[CH:44]=[CH:45][C:40]2=[N:39][N:38]=1.CCN(C(C)C)C(C)C. Product: [C:12]([C:10]1[CH:11]=[C:7]([NH:6][C:5]([NH:53][CH:50]2[CH2:51][CH2:52][CH:47]([O:46][C:43]3[CH:44]=[CH:45][C:40]4[N:41]([C:37]([N:31]5[CH2:32][CH2:33][CH2:34][CH2:35][C@@H:30]5[CH3:29])=[N:38][N:39]=4)[CH:42]=3)[CH2:48][CH2:49]2)=[O:26])[N:8]([C:16]2[CH:21]=[CH:20][CH:19]=[C:18]([O:22][CH2:23][CH2:24][OH:25])[CH:17]=2)[N:9]=1)([CH3:14])([CH3:13])[CH3:15]. The catalyst class is: 12. (3) Product: [C:1]([O:5][C:6]([N:8]1[CH2:13][CH2:12][CH:11]([CH2:14][C:15]2[CH:20]=[CH:19][CH:18]=[CH:17][C:16]=2[C:21]([OH:23])=[O:22])[CH2:10][CH2:9]1)=[O:7])([CH3:4])([CH3:2])[CH3:3]. The catalyst class is: 14. Reactant: [C:1]([O:5][C:6]([N:8]1[CH2:13][CH2:12][CH:11]([CH2:14][C:15]2[CH:20]=[CH:19][CH:18]=[CH:17][C:16]=2[C:21]([O:23]C)=[O:22])[CH2:10][CH2:9]1)=[O:7])([CH3:4])([CH3:3])[CH3:2].[OH-].[Na+].Cl. (4) Reactant: [C:1]([NH:9][C@H:10]([C:26]1[S:27][C:28]([C:31]2[CH:36]=[CH:35][CH:34]=[CH:33][CH:32]=2)=[N:29][N:30]=1)[CH2:11][CH2:12][CH2:13][CH2:14][NH:15]C(=O)OCC1C=CC=CC=1)(=[O:8])[C:2]1[CH:7]=[CH:6][CH:5]=[N:4][CH:3]=1. Product: [NH2:15][CH2:14][CH2:13][CH2:12][CH2:11][C@H:10]([NH:9][C:1](=[O:8])[C:2]1[CH:7]=[CH:6][CH:5]=[N:4][CH:3]=1)[C:26]1[S:27][C:28]([C:31]2[CH:36]=[CH:35][CH:34]=[CH:33][CH:32]=2)=[N:29][N:30]=1. The catalyst class is: 570.